From a dataset of Peptide-MHC class II binding affinity with 134,281 pairs from IEDB. Regression. Given a peptide amino acid sequence and an MHC pseudo amino acid sequence, predict their binding affinity value. This is MHC class II binding data. (1) The peptide sequence is EFESLFKCLSHISLS. The MHC is H-2-IAb with pseudo-sequence H-2-IAb. The binding affinity (normalized) is 0.344. (2) The peptide sequence is FGQNTGAIAAAEARY. The MHC is DRB1_1302 with pseudo-sequence DRB1_1302. The binding affinity (normalized) is 0.287. (3) The peptide sequence is STWYGKPTGAGPKDN. The MHC is DRB1_1101 with pseudo-sequence DRB1_1101. The binding affinity (normalized) is 0.187. (4) The peptide sequence is VTSAPDTRPAP. The MHC is DRB5_0101 with pseudo-sequence DRB5_0101. The binding affinity (normalized) is 0. (5) The peptide sequence is EAKQKGFVPFLVSATAGTTV. The MHC is HLA-DQA10301-DQB10302 with pseudo-sequence HLA-DQA10301-DQB10302. The binding affinity (normalized) is 0. (6) The peptide sequence is TLTAFGFASADLIEI. The MHC is DRB1_0701 with pseudo-sequence DRB1_0701. The binding affinity (normalized) is 0.678.